From a dataset of Forward reaction prediction with 1.9M reactions from USPTO patents (1976-2016). Predict the product of the given reaction. (1) Given the reactants [C:1]([O:5][C:6]([N:8]1[CH2:13][CH2:12][N:11]([S:14]([C:17]2[CH:22]=[CH:21][C:20]([CH:23]([C:30](=[O:42])[NH:31][C:32]3[S:33][C:34]4[C:39]([N:40]=3)=[CH:38][CH:37]=[C:36](Br)[N:35]=4)[CH2:24][CH:25]3[CH2:29][CH2:28][CH2:27][CH2:26]3)=[CH:19][CH:18]=2)(=[O:16])=[O:15])[CH2:10][CH2:9]1)=[O:7])([CH3:4])([CH3:3])[CH3:2].CC(C)([O-])C.[Na+].[NH:49]1[CH2:54][CH2:53][O:52][CH2:51][CH2:50]1.C1(C)C=CC=CC=1, predict the reaction product. The product is: [C:1]([O:5][C:6]([N:8]1[CH2:13][CH2:12][N:11]([S:14]([C:17]2[CH:22]=[CH:21][C:20]([CH:23]([C:30](=[O:42])[NH:31][C:32]3[S:33][C:34]4[C:39]([N:40]=3)=[CH:38][CH:37]=[C:36]([N:49]3[CH2:54][CH2:53][O:52][CH2:51][CH2:50]3)[N:35]=4)[CH2:24][CH:25]3[CH2:29][CH2:28][CH2:27][CH2:26]3)=[CH:19][CH:18]=2)(=[O:16])=[O:15])[CH2:10][CH2:9]1)=[O:7])([CH3:4])([CH3:3])[CH3:2]. (2) The product is: [CH3:15][C:12]1[CH:11]=[CH:10][C:9]([C:6]2[CH:7]=[CH:8][C:3]([OH:2])=[CH:4][CH:5]=2)=[CH:14][CH:13]=1. Given the reactants C[O:2][C:3]1[CH:8]=[CH:7][C:6]([C:9]2[CH:14]=[CH:13][C:12]([CH3:15])=[CH:11][CH:10]=2)=[CH:5][CH:4]=1.B(Br)(Br)Br, predict the reaction product. (3) The product is: [C:1]([C:5]1[N:10]=[C:25]([C:24]([OH:27])=[O:26])[C:8]([O:13][C:14]2[C:19]([CH3:20])=[CH:18][C:17]([CH3:21])=[CH:16][C:15]=2[CH3:22])=[CH:7][CH:6]=1)([CH3:4])([CH3:3])[CH3:2]. Given the reactants [C:1]([C:5]1[N:10]=C(C#N)[C:8]([O:13][C:14]2[C:19]([CH3:20])=[CH:18][C:17]([CH3:21])=[CH:16][C:15]=2[CH3:22])=[CH:7][CH:6]=1)([CH3:4])([CH3:3])[CH3:2].Cl.[C:24]([OH:27])(=[O:26])[CH3:25], predict the reaction product. (4) Given the reactants Br[C:2]1[CH:3]=[C:4]([CH:16]=[O:17])[C:5]([N:8]2[CH2:13][C@@H:12]([CH3:14])[O:11][C@@H:10]([CH3:15])[CH2:9]2)=[N:6][CH:7]=1.C([Sn](CCCC)(CCCC)[C:23]1[N:27]([CH3:28])[CH:26]=[N:25][CH:24]=1)CCC, predict the reaction product. The product is: [CH3:15][C@H:10]1[O:11][C@@H:12]([CH3:14])[CH2:13][N:8]([C:5]2[C:4]([CH:16]=[O:17])=[CH:3][C:2]([C:23]3[N:27]([CH3:28])[CH:26]=[N:25][CH:24]=3)=[CH:7][N:6]=2)[CH2:9]1. (5) The product is: [CH2:44]([N:41]1[CH2:42][CH2:43][N:38]([C:36]([C@:20]23[CH2:32][CH2:31][C@@H:30]([C:33]([CH3:35])=[CH2:34])[C@@H:21]2[C@@H:22]2[C@@:17]([CH3:46])([CH2:18][CH2:19]3)[C@@:16]3([CH3:47])[C@@H:25]([C@:26]4([CH3:29])[C@@H:13]([CH2:14][CH2:15]3)[C:12]([CH3:48])([CH3:49])[C@@H:11]([O:10][C:8]([C@H:7]3[C@@H:5]([CH2:4][C:3]([OH:52])=[O:2])[C:6]3([CH3:51])[CH3:50])=[O:9])[CH2:28][CH2:27]4)[CH2:24][CH2:23]2)=[O:37])[CH2:39][CH2:40]1)[CH3:45]. Given the reactants C[O:2][C:3](=[O:52])[CH2:4][C@@H:5]1[C@H:7]([C:8]([O:10][C@H:11]2[CH2:28][CH2:27][C@@:26]3([CH3:29])[C@@H:13]([CH2:14][CH2:15][C@:16]4([CH3:47])[C@@H:25]3[CH2:24][CH2:23][C@H:22]3[C@@:17]4([CH3:46])[CH2:18][CH2:19][C@@:20]4([C:36]([N:38]5[CH2:43][CH2:42][N:41]([CH2:44][CH3:45])[CH2:40][CH2:39]5)=[O:37])[CH2:32][CH2:31][C@@H:30]([C:33]([CH3:35])=[CH2:34])[C@@H:21]43)[C:12]2([CH3:49])[CH3:48])=[O:9])[C:6]1([CH3:51])[CH3:50].[OH-].[Na+], predict the reaction product. (6) The product is: [CH2:1]([O:8][C:9]1[CH:16]=[CH:15][CH:14]=[C:11]([CH:12]=[CH:22][N+:19]([O-:21])=[O:20])[C:10]=1[O:17][CH3:18])[C:2]1[CH:7]=[CH:6][CH:5]=[CH:4][CH:3]=1. Given the reactants [CH2:1]([O:8][C:9]1[C:10]([O:17][CH3:18])=[C:11]([CH:14]=[CH:15][CH:16]=1)[CH:12]=O)[C:2]1[CH:7]=[CH:6][CH:5]=[CH:4][CH:3]=1.[N+:19]([CH3:22])([O-:21])=[O:20].C([O-])(=O)C.[NH4+], predict the reaction product. (7) Given the reactants Br[C:2]1[CH:3]=[C:4]([C:9]([OH:11])=O)[CH:5]=[N:6][C:7]=1Cl.[CH3:12][C:13]1[O:17][N:16]=[C:15]([CH2:18][OH:19])[CH:14]=1.[Cl:20][C:21]1[CH:26]=[CH:25][C:24](B(O)O)=[CH:23][CH:22]=1.[NH2:30][C@@H:31]1[CH2:36][CH2:35][CH2:34][CH2:33][C@H:32]1[OH:37], predict the reaction product. The product is: [Cl:20][C:21]1[CH:26]=[CH:25][C:24]([C:2]2[C:7]([O:19][CH2:18][C:15]3[CH:14]=[C:13]([CH3:12])[O:17][N:16]=3)=[N:6][CH:5]=[C:4]([CH:3]=2)[C:9]([NH:30][C@@H:31]2[CH2:36][CH2:35][CH2:34][CH2:33][C@H:32]2[OH:37])=[O:11])=[CH:23][CH:22]=1. (8) Given the reactants [CH3:1][O:2][C:3]1[CH:40]=[CH:39][C:6]([CH2:7][N:8]([CH2:30][C:31]2[CH:36]=[CH:35][C:34]([O:37][CH3:38])=[CH:33][CH:32]=2)[C:9]2[N:14]=[CH:13][C:12]([C:15]3[C:16]4[CH2:29][CH2:28][NH:27][C:17]=4[N:18]=[C:19]([N:21]4[CH2:26][CH2:25][O:24][CH2:23][CH2:22]4)[N:20]=3)=[CH:11][N:10]=2)=[CH:5][CH:4]=1.Br[C:42]1[CH:47]=[CH:46][C:45]([C:48]([N:50]2[CH2:55][CH2:54][CH2:53][CH2:52][CH2:51]2)=[O:49])=[CH:44][C:43]=1[CH3:56], predict the reaction product. The product is: [CH3:38][O:37][C:34]1[CH:33]=[CH:32][C:31]([CH2:30][N:8]([CH2:7][C:6]2[CH:5]=[CH:4][C:3]([O:2][CH3:1])=[CH:40][CH:39]=2)[C:9]2[N:10]=[CH:11][C:12]([C:15]3[C:16]4[CH2:29][CH2:28][N:27]([C:42]5[CH:47]=[CH:46][C:45]([C:48]([N:50]6[CH2:51][CH2:52][CH2:53][CH2:54][CH2:55]6)=[O:49])=[CH:44][C:43]=5[CH3:56])[C:17]=4[N:18]=[C:19]([N:21]4[CH2:26][CH2:25][O:24][CH2:23][CH2:22]4)[N:20]=3)=[CH:13][N:14]=2)=[CH:36][CH:35]=1. (9) Given the reactants [C:1]([C:3]1[C:11]2[B:10]([OH:12])[O:9][CH2:8][C:7]=2[CH:6]=[CH:5][CH:4]=1)#[N:2].[H-].[Al+3].[Li+].[H-].[H-].[H-], predict the reaction product. The product is: [NH2:2][CH2:1][C:3]1[C:11]2[B:10]([OH:12])[O:9][CH2:8][C:7]=2[CH:6]=[CH:5][CH:4]=1. (10) Given the reactants [F:1][C:2]([F:12])([F:11])[O:3][C:4]1[CH:10]=[CH:9][C:7]([NH2:8])=[CH:6][CH:5]=1.[CH2:13]([O:15][C:16](=[O:19])[CH:17]=O)[CH3:14].[CH:20]1[CH2:27][CH2:26][CH2:25][CH2:24][CH2:23][CH2:22][CH:21]=1, predict the reaction product. The product is: [CH2:13]([O:15][C:16]([CH:17]1[NH:8][C:7]2[CH:9]=[CH:10][C:4]([O:3][C:2]([F:11])([F:12])[F:1])=[CH:5][C:6]=2[CH:21]2[CH2:22][CH2:23][CH2:24][CH2:25][CH2:26][CH2:27][CH:20]12)=[O:19])[CH3:14].